Dataset: Forward reaction prediction with 1.9M reactions from USPTO patents (1976-2016). Task: Predict the product of the given reaction. (1) Given the reactants [OH:1][CH2:2][CH2:3][CH2:4][C:5]([C:7]1[C:15]2[C:10](=[CH:11][CH:12]=[C:13]([C:16]#[N:17])[CH:14]=2)[NH:9][CH:8]=1)=O.C(#N)C.C([BH3-])#N.[Na+].Cl, predict the reaction product. The product is: [OH:1][CH2:2][CH2:3][CH2:4][CH2:5][C:7]1[C:15]2[C:10](=[CH:11][CH:12]=[C:13]([C:16]#[N:17])[CH:14]=2)[NH:9][CH:8]=1. (2) Given the reactants [CH:1]([C:3]1[CH:10]=[CH:9][CH:8]=[CH:7][C:4]=1[C:5]#[N:6])=O.[C:11]([CH:16]=P(C1C=CC=CC=1)(C1C=CC=CC=1)C1C=CC=CC=1)([O:13][CH2:14][CH3:15])=[O:12], predict the reaction product. The product is: [C:5]([C:4]1[CH:7]=[CH:8][CH:9]=[CH:10][C:3]=1/[CH:1]=[CH:16]/[C:11]([O:13][CH2:14][CH3:15])=[O:12])#[N:6]. (3) Given the reactants [NH2:1][C:2]1[C:3]([C:42]#[N:43])=[C:4]([CH2:28][N:29]2[CH2:33][CH2:32][C@@H:31]([NH:34][C:35](=[O:41])[O:36][C:37]([CH3:40])([CH3:39])[CH3:38])[CH2:30]2)[C:5]([C:24]([F:27])([F:26])[F:25])=[CH:6][C:7]=1[C:8](=[O:23])[NH:9][CH2:10][C:11]1[CH:16]=[C:15]([Cl:17])[CH:14]=[CH:13][C:12]=1[S:18]([CH2:21][CH3:22])(=[O:20])=[O:19].F[C:45](F)(F)C1C=C2C(=CC=1)N=CNC2=O, predict the reaction product. The product is: [Cl:17][C:15]1[CH:14]=[CH:13][C:12]([S:18]([CH2:21][CH3:22])(=[O:19])=[O:20])=[C:11]([CH2:10][N:9]2[C:8](=[O:23])[C:7]3[C:2](=[C:3]([C:42]#[N:43])[C:4]([CH2:28][N:29]4[CH2:33][CH2:32][C@@H:31]([NH:34][C:35](=[O:41])[O:36][C:37]([CH3:38])([CH3:39])[CH3:40])[CH2:30]4)=[C:5]([C:24]([F:25])([F:26])[F:27])[CH:6]=3)[N:1]=[CH:45]2)[CH:16]=1. (4) Given the reactants [ClH:1].[CH2:2]([N:6]1[CH2:11][CH2:10][CH:9]([C:12]2[CH:17]=[C:16]([F:18])[CH:15]=[CH:14][C:13]=2[C:19]2[CH2:24][C:23]([CH3:26])([CH3:25])[CH2:22][C:21]([CH3:28])([CH3:27])[CH:20]=2)[CH2:8][CH2:7]1)[CH2:3][CH2:4][CH3:5], predict the reaction product. The product is: [ClH:1].[CH2:2]([N:6]1[CH2:7][CH2:8][CH:9]([C:12]2[CH:17]=[C:16]([F:18])[CH:15]=[CH:14][C:13]=2[CH:19]2[CH2:24][C:23]([CH3:26])([CH3:25])[CH2:22][C:21]([CH3:27])([CH3:28])[CH2:20]2)[CH2:10][CH2:11]1)[CH2:3][CH2:4][CH3:5]. (5) Given the reactants Br[C:2]1[C:3](Cl)=[N:4][C:5]([NH2:8])=[N:6][CH:7]=1.[NH2:10][CH:11]1[CH2:16][CH2:15][CH2:14][N:13]([C:17]([O:19]C(C)(C)C)=O)[CH2:12]1.[O:24]([C:31]1[CH:36]=[CH:35][C:34](B(O)O)=[CH:33][CH:32]=1)[C:25]1[CH:30]=[CH:29][CH:28]=[CH:27][CH:26]=1.[C:40](Cl)(=O)[CH:41]=C, predict the reaction product. The product is: [NH2:8][C:5]1[N:4]=[C:3]([NH:10][CH:11]2[CH2:16][CH2:15][CH2:14][N:13]([C:17](=[O:19])[CH:40]=[CH2:41])[CH2:12]2)[C:2]([C:28]2[CH:29]=[CH:30][C:25]([O:24][C:31]3[CH:36]=[CH:35][CH:34]=[CH:33][CH:32]=3)=[CH:26][CH:27]=2)=[CH:7][N:6]=1.